From a dataset of Full USPTO retrosynthesis dataset with 1.9M reactions from patents (1976-2016). Predict the reactants needed to synthesize the given product. (1) Given the product [O:15]1[C:16]2[C:8]([C:5]([CH3:7])([CH3:6])[CH2:4][CH:3]=[O:17])=[CH:9][CH:10]=[CH:11][C:12]=2[CH2:13][CH2:14]1, predict the reactants needed to synthesize it. The reactants are: CN(OC)[C:3](=[O:17])[CH2:4][C:5]([C:8]1[C:16]2[O:15][CH2:14][CH2:13][C:12]=2[CH:11]=[CH:10][CH:9]=1)([CH3:7])[CH3:6].CC(C[AlH]CC(C)C)C.S(=O)(=O)(O)O.C(OCC)(=O)C. (2) The reactants are: [OH:1][C@H:2]([C:26]1[CH:27]=[N:28][CH:29]=[CH:30][CH:31]=1)[C@H:3]1[CH2:7][CH2:6][C@@H:5]([CH2:8][C:9]2[CH:14]=[CH:13][C:12]([C:15]([O:17]C)=[O:16])=[CH:11][CH:10]=2)[N:4]1[C:19]([O:21][C:22]([CH3:25])([CH3:24])[CH3:23])=[O:20].[OH-].[Li+]. Given the product [C:22]([O:21][C:19]([N:4]1[C@@H:3]([C@H:2]([OH:1])[C:26]2[CH:27]=[N:28][CH:29]=[CH:30][CH:31]=2)[CH2:7][CH2:6][C@H:5]1[CH2:8][C:9]1[CH:10]=[CH:11][C:12]([C:15]([OH:17])=[O:16])=[CH:13][CH:14]=1)=[O:20])([CH3:25])([CH3:23])[CH3:24], predict the reactants needed to synthesize it. (3) Given the product [C:1]([O:5][C:6](=[O:28])[N:7]([C:16]1[N:17]=[C:18]([Cl:27])[CH:19]=[C:20]2[C:24]([CH3:25])=[C:23]([CH3:26])[N:22]([CH2:29][C:30]3[CH:35]=[CH:34][CH:33]=[CH:32][CH:31]=3)[C:21]=12)[CH2:8][C:9]1[CH:14]=[CH:13][C:12]([F:15])=[CH:11][CH:10]=1)([CH3:4])([CH3:2])[CH3:3], predict the reactants needed to synthesize it. The reactants are: [C:1]([O:5][C:6](=[O:28])[N:7]([C:16]1[N:17]=[C:18]([Cl:27])[CH:19]=[C:20]2[C:24]([CH3:25])=[C:23]([CH3:26])[NH:22][C:21]=12)[CH2:8][C:9]1[CH:14]=[CH:13][C:12]([F:15])=[CH:11][CH:10]=1)([CH3:4])([CH3:3])[CH3:2].[CH2:29](Br)[C:30]1[CH:35]=[CH:34][CH:33]=[CH:32][CH:31]=1. (4) Given the product [CH3:10][O:9][C:7]([CH:1]1[CH2:6][CH2:5][CH:4]=[CH:3][CH2:2]1)=[O:8], predict the reactants needed to synthesize it. The reactants are: [C@@H:1]1([C:7]([O:9][CH3:10])=[O:8])[CH2:6][CH2:5][CH:4]=[CH:3][CH2:2]1.N12CCCN=C1CCCCC2.C(O)(=O)CC(CC(O)=O)(C(O)=O)O. (5) Given the product [C:1]([C:5]1[C:6]([NH:14][C:24](=[O:25])[CH2:23][C:17]2[C:16]([Cl:15])=[CH:21][CH:20]=[CH:19][C:18]=2[Cl:22])=[N:7][N:8]2[CH:13]=[CH:12][CH:11]=[N:10][C:9]=12)([CH3:4])([CH3:2])[CH3:3], predict the reactants needed to synthesize it. The reactants are: [C:1]([C:5]1[C:6]([NH2:14])=[N:7][N:8]2[CH:13]=[CH:12][CH:11]=[N:10][C:9]=12)([CH3:4])([CH3:3])[CH3:2].[Cl:15][C:16]1[CH:21]=[CH:20][CH:19]=[C:18]([Cl:22])[C:17]=1[CH2:23][C:24](O)=[O:25].